Dataset: Reaction yield outcomes from USPTO patents with 853,638 reactions. Task: Predict the reaction yield, written as a fraction of the theoretical maximum amount of product (1.0 means a 100% yield; for example, 0.34 means a 34% yield). (1) The reactants are C[O:2][C:3]([C@@H:5]1[CH2:9][C@H:8]([NH:10][C:11]([C:13]2[CH:22]=[CH:21][C:20]3[C:15](=[CH:16][CH:17]=[CH:18][CH:19]=3)[C:14]=2[OH:23])=[O:12])[CH2:7][N:6]1[CH2:24][CH:25]1[CH2:30][CH2:29][CH2:28][CH2:27][CH2:26]1)=O.[OH-].[NH4+:32]. The catalyst is O1CCCC1. The product is [CH:25]1([CH2:24][N:6]2[CH2:7][C@@H:8]([NH:10][C:11]([C:13]3[CH:22]=[CH:21][C:20]4[C:15](=[CH:16][CH:17]=[CH:18][CH:19]=4)[C:14]=3[OH:23])=[O:12])[CH2:9][C@H:5]2[C:3]([NH2:32])=[O:2])[CH2:30][CH2:29][CH2:28][CH2:27][CH2:26]1. The yield is 0.160. (2) The reactants are [NH2:1][C:2]1[CH:7]=[CH:6][C:5]([OH:8])=[CH:4][CH:3]=1.[H-].[Na+].Cl[C:12]1[CH:17]=[CH:16][N:15]=[C:14]([C:18]([NH:20][CH3:21])=[O:19])[CH:13]=1.C([O-])([O-])=O.[K+].[K+]. The catalyst is CN(C=O)C. The product is [CH3:21][NH:20][C:18]([C:14]1[CH:13]=[C:12]([O:8][C:5]2[CH:6]=[CH:7][C:2]([NH2:1])=[CH:3][CH:4]=2)[CH:17]=[CH:16][N:15]=1)=[O:19]. The yield is 0.710. (3) The reactants are C([O:8][C:9]1[CH:52]=[CH:51][C:12]([CH2:13][CH:14]([C:44]([O:46][C:47]([CH3:50])([CH3:49])[CH3:48])=[O:45])[CH2:15][C@@H:16]([C:37]([O:39][C:40]([CH3:43])([CH3:42])[CH3:41])=[O:38])[NH:17]C(C2C=CC=CC=2)(C2C=CC=CC=2)C2C=CC=CC=2)=[CH:11][CH:10]=1)C1C=CC=CC=1. The catalyst is CO.[Pd]. The product is [OH:8][C:9]1[CH:10]=[CH:11][C:12]([CH2:13][CH:14]([C:44]([O:46][C:47]([CH3:50])([CH3:49])[CH3:48])=[O:45])[CH2:15][C@@H:16]([C:37]([O:39][C:40]([CH3:41])([CH3:42])[CH3:43])=[O:38])[NH2:17])=[CH:51][CH:52]=1. The yield is 0.287. (4) The reactants are [CH3:1][C:2]1([CH3:19])[CH2:14][C:13]2=[N:15][NH:16][C:17](=[O:18])[C:10]3[C:11]4[C:12]2=[C:4]([NH:5][C:6]=4[CH:7]=[CH:8][CH:9]=3)[CH2:3]1.[H-].[Na+].Br[CH2:23][CH2:24][O:25]C1CCCCO1.CC1C=CC(S(O)(=O)=O)=[CH:37][CH:38]=1.CN(C=[O:47])C. The catalyst is CO.O. The product is [OH:25][CH2:24][CH2:23][N:16]1[C:17](=[O:18])[C:10]2[C:11]3[C:12]4[C:13]([CH2:14][C:2]([CH3:19])([CH3:1])[CH2:3][C:4]=4[N:5]([CH2:37][CH2:38][OH:47])[C:6]=3[CH:7]=[CH:8][CH:9]=2)=[N:15]1. The yield is 0.300. (5) The yield is 0.960. The catalyst is CN(C1C=CN=CC=1)C.C(Cl)Cl. The reactants are [C:1]1([S:7](Cl)(=[O:9])=[O:8])[CH:6]=[CH:5][CH:4]=[CH:3][CH:2]=1.[NH:11]1[C:19]2[C:14](=[CH:15][CH:16]=[CH:17][CH:18]=2)[CH2:13][CH2:12]1.CCN(CC)CC. The product is [C:1]1([S:7]([N:11]2[C:19]3[C:14](=[CH:15][CH:16]=[CH:17][CH:18]=3)[CH2:13][CH2:12]2)(=[O:9])=[O:8])[CH:6]=[CH:5][CH:4]=[CH:3][CH:2]=1. (6) The reactants are [CH2:1]([N:3]([CH2:15][CH3:16])[CH2:4][CH2:5][CH2:6][O:7][C:8]1[CH:13]=[CH:12][C:11]([NH2:14])=[CH:10][CH:9]=1)[CH3:2].[F:17][C:18]1[CH:26]=[C:25]2[C:21]([C:22](=[CH:28]O)[C:23](=[O:27])[NH:24]2)=[CH:20][CH:19]=1. No catalyst specified. The product is [CH2:15]([N:3]([CH2:1][CH3:2])[CH2:4][CH2:5][CH2:6][O:7][C:8]1[CH:9]=[CH:10][C:11]([NH:14][CH:28]=[C:22]2[C:21]3[C:25](=[CH:26][C:18]([F:17])=[CH:19][CH:20]=3)[NH:24][C:23]2=[O:27])=[CH:12][CH:13]=1)[CH3:16]. The yield is 0.610.